Dataset: Catalyst prediction with 721,799 reactions and 888 catalyst types from USPTO. Task: Predict which catalyst facilitates the given reaction. (1) The catalyst class is: 28. Product: [CH3:33][C:32]([CH:34]([CH2:43][C:44]1[CH:49]=[CH:48][C:47]([Br:50])=[CH:46][CH:45]=1)[CH2:35][C:36]1[CH:41]=[CH:40][C:39]([Br:42])=[CH:38][CH:37]=1)([CH:31]=[CH2:30])[CH3:4]. Reactant: C[Mg]I.[C:4]1(C)C=C(C)C=C(C)C=1N1C=CN(C2C(C)=CC(C)=CC=2C)C1=[Cu-2]Cl.Cl[CH2:30][CH:31]=[C:32]([CH:34]([CH2:43][C:44]1[CH:49]=[CH:48][C:47]([Br:50])=[CH:46][CH:45]=1)[CH2:35][C:36]1[CH:41]=[CH:40][C:39]([Br:42])=[CH:38][CH:37]=1)[CH3:33].[Cl-].[NH4+]. (2) The catalyst class is: 207. Product: [CH:1]([C:4]1[C:8]([CH2:9][CH2:10][CH2:11][OH:12])=[CH:7][N:6]([C:15]2[N:16]=[N:17][C:18]([C:21]([F:22])([F:24])[F:23])=[CH:19][CH:20]=2)[N:5]=1)([CH3:3])[CH3:2]. Reactant: [CH:1]([C:4]1[C:8]([CH2:9][CH2:10][C:11](OC)=[O:12])=[CH:7][N:6]([C:15]2[N:16]=[N:17][C:18]([C:21]([F:24])([F:23])[F:22])=[CH:19][CH:20]=2)[N:5]=1)([CH3:3])[CH3:2].[H-].C([Al+]CC(C)C)C(C)C.O.O.O.O.O.O.O.O.O.O.[O-]S([O-])(=O)=O.[Na+].[Na+].Cl. (3) Reactant: [C:1]1([CH:7]=[CH:8][C:9]2[CH:13]=[C:12]([CH2:14][CH2:15][CH:16]=O)[O:11][N:10]=2)[CH:6]=[CH:5][CH:4]=[CH:3][CH:2]=1.[F:18][C:19]([F:34])([F:33])[C:20]1[CH:32]=[CH:31][CH:30]=[CH:29][C:21]=1[CH2:22][N:23]1[CH2:28][CH2:27][NH:26][CH2:25][CH2:24]1.[BH-](OC(C)=O)(OC(C)=O)OC(C)=O.[Na+]. Product: [C:1]1([CH:7]=[CH:8][C:9]2[CH:13]=[C:12]([CH2:14][CH2:15][CH2:16][N:26]3[CH2:25][CH2:24][N:23]([CH2:22][C:21]4[CH:29]=[CH:30][CH:31]=[CH:32][C:20]=4[C:19]([F:33])([F:34])[F:18])[CH2:28][CH2:27]3)[O:11][N:10]=2)[CH:6]=[CH:5][CH:4]=[CH:3][CH:2]=1. The catalyst class is: 2. (4) Reactant: C(OC(=O)[NH:7][C:8]1[CH:13]=[CH:12][C:11]([O:14][C:15]2[CH:20]=[CH:19][C:18]([NH:21][C:22]([C:24]3[S:25][CH:26]=[CH:27][CH:28]=3)=[O:23])=[CH:17][C:16]=2[NH:29][C:30]2[C:31]3[CH:39]=[CH:38][C:37]([CH:40]([CH3:42])[CH3:41])=[N:36][C:32]=3[N:33]=[CH:34][N:35]=2)=[CH:10][CH:9]=1)(C)(C)C. Product: [NH2:7][C:8]1[CH:13]=[CH:12][C:11]([O:14][C:15]2[CH:20]=[CH:19][C:18]([NH:21][C:22]([C:24]3[S:25][CH:26]=[CH:27][CH:28]=3)=[O:23])=[CH:17][C:16]=2[NH:29][C:30]2[C:31]3[CH:39]=[CH:38][C:37]([CH:40]([CH3:41])[CH3:42])=[N:36][C:32]=3[N:33]=[CH:34][N:35]=2)=[CH:10][CH:9]=1. The catalyst class is: 137. (5) Reactant: Br[CH2:2][C:3]([C:5]1[CH:6]=[CH:7][C:8]([N:11]2[N:15]=[CH:14][CH:13]=[N:12]2)=[N:9][CH:10]=1)=O.[NH2:16][C:17]1[CH:22]=[CH:21][C:20]([I:23])=[CH:19][N:18]=1. Product: [I:23][C:20]1[CH:21]=[CH:22][C:17]2[N:18]([CH:2]=[C:3]([C:5]3[CH:6]=[CH:7][C:8]([N:11]4[N:15]=[CH:14][CH:13]=[N:12]4)=[N:9][CH:10]=3)[N:16]=2)[CH:19]=1. The catalyst class is: 10. (6) Reactant: [CH3:1][O:2][C:3]1[CH:11]=[CH:10][CH:9]=[C:8]2[C:4]=1[C:5]([CH:12]=[C:13]1[C:18](=[O:19])[O:17][C:16]([CH3:21])([CH3:20])[O:15][C:14]1=[O:22])=[CH:6][NH:7]2.[CH:23]1([Mg]Br)[CH2:28][CH2:27][CH2:26][CH2:25][CH2:24]1.[Cl-].[NH4+].Cl. Product: [CH:23]1([CH:12]([C:5]2[C:4]3[C:8](=[CH:9][CH:10]=[CH:11][C:3]=3[O:2][CH3:1])[NH:7][CH:6]=2)[CH:13]2[C:18](=[O:19])[O:17][C:16]([CH3:20])([CH3:21])[O:15][C:14]2=[O:22])[CH2:28][CH2:27][CH2:26][CH2:25][CH2:24]1. The catalyst class is: 1. (7) Reactant: [NH2:1][C:2]1[S:3][C:4]([I:11])=[C:5]([C:7]([F:10])([F:9])[F:8])[N:6]=1.[Cl:12][C:13]1[CH:21]=[CH:20][CH:19]=[C:18]([Cl:22])[C:14]=1[C:15](Cl)=[O:16].Cl. Product: [I:11][C:4]1[S:3][C:2]([NH:1][C:15](=[O:16])[C:14]2[C:13]([Cl:12])=[CH:21][CH:20]=[CH:19][C:18]=2[Cl:22])=[N:6][C:5]=1[C:7]([F:10])([F:8])[F:9]. The catalyst class is: 17. (8) Reactant: [CH2:1]([NH:8][C:9](=[O:14])[C@@H:10](Br)[CH2:11][OH:12])[C:2]1[CH:7]=[CH:6][CH:5]=[CH:4][CH:3]=1.[N-:15]=[N+]=[N-].[Na+].O.C([O-])(O)=O.[Na+]. Product: [NH2:15][C@H:10]([CH2:11][OH:12])[C:9]([NH:8][CH2:1][C:2]1[CH:7]=[CH:6][CH:5]=[CH:4][CH:3]=1)=[O:14]. The catalyst class is: 9. (9) Reactant: [OH:1][C@H:2]([C:18]1[CH:23]=[CH:22][CH:21]=[CH:20][CH:19]=1)[CH2:3][CH2:4][CH2:5][CH2:6][N:7]1[C:15](=[O:16])[C:14]2[C:9](=[CH:10][CH:11]=[CH:12][CH:13]=2)[C:8]1=[O:17].[F:24][C:25]([F:34])([F:33])[C:26]1[CH:31]=[CH:30][C:29](O)=[CH:28][CH:27]=1.C1(P(C2C=CC=CC=2)C2C=CC=CC=2)C=CC=CC=1.N(C(OCC)=O)=NC(OCC)=O.C1(C)C=CC=CC=1. Product: [C:18]1([C@H:2]([O:1][C:29]2[CH:30]=[CH:31][C:26]([C:25]([F:34])([F:33])[F:24])=[CH:27][CH:28]=2)[CH2:3][CH2:4][CH2:5][CH2:6][N:7]2[C:8](=[O:17])[C:9]3[C:14](=[CH:13][CH:12]=[CH:11][CH:10]=3)[C:15]2=[O:16])[CH:23]=[CH:22][CH:21]=[CH:20][CH:19]=1. The catalyst class is: 7.